This data is from Catalyst prediction with 721,799 reactions and 888 catalyst types from USPTO. The task is: Predict which catalyst facilitates the given reaction. (1) Reactant: Cl.[NH:2]1[CH2:7][CH2:6][C:5](=[O:8])[CH2:4][CH2:3]1.C(N(CC)CC)C.[C:16]([O:20][C:21](O[C:21]([O:20][C:16]([CH3:19])([CH3:18])[CH3:17])=[O:22])=[O:22])([CH3:19])([CH3:18])[CH3:17]. Product: [O:8]=[C:5]1[CH2:6][CH2:7][N:2]([C:21]([O:20][C:16]([CH3:19])([CH3:18])[CH3:17])=[O:22])[CH2:3][CH2:4]1. The catalyst class is: 38. (2) Reactant: [Cl:1][C:2]1[CH:7]=[C:6]([O:8][C:9]2[CH:14]=[CH:13][CH:12]=[CH:11][C:10]=2[Cl:15])[CH:5]=[CH:4][C:3]=1[C:16](=[N:18]O)[CH3:17].N.[H][H]. Product: [Cl:1][C:2]1[CH:7]=[C:6]([O:8][C:9]2[CH:14]=[CH:13][CH:12]=[CH:11][C:10]=2[Cl:15])[CH:5]=[CH:4][C:3]=1[CH:16]([NH2:18])[CH3:17]. The catalyst class is: 94. (3) Reactant: C[O:2][C:3]1[CH:8]=[CH:7][CH:6]=[CH:5][C:4]=1[C:9]1([C:12]([O:14][CH3:15])=[O:13])[CH2:11][CH2:10]1.B(Br)(Br)Br. Product: [OH:2][C:3]1[CH:8]=[CH:7][CH:6]=[CH:5][C:4]=1[C:9]1([C:12]([O:14][CH3:15])=[O:13])[CH2:11][CH2:10]1. The catalyst class is: 4. (4) Reactant: Cl.[CH:2]1([C:5]([NH:7][C:8]2[CH:13]=[C:12]([O:14][C:15]3[CH:24]=[C:23]4[C:18]([CH2:19][CH2:20][CH:21]([C:25]([NH:27][C:28]5[CH:29]=[C:30]([CH:40]=[C:41]([C:43]([F:46])([F:45])[F:44])[CH:42]=5)[CH2:31][NH:32]C(=O)OC(C)(C)C)=[O:26])[CH2:22]4)=[CH:17][CH:16]=3)[CH:11]=[CH:10][N:9]=2)=[O:6])[CH2:4][CH2:3]1. Product: [NH2:32][CH2:31][C:30]1[CH:29]=[C:28]([NH:27][C:25]([CH:21]2[CH2:20][CH2:19][C:18]3[C:23](=[CH:24][C:15]([O:14][C:12]4[CH:11]=[CH:10][N:9]=[C:8]([NH:7][C:5]([CH:2]5[CH2:4][CH2:3]5)=[O:6])[CH:13]=4)=[CH:16][CH:17]=3)[CH2:22]2)=[O:26])[CH:42]=[C:41]([C:43]([F:44])([F:46])[F:45])[CH:40]=1. The catalyst class is: 12. (5) Reactant: [Cl:1][C:2]1[CH:24]=[C:23]([Cl:25])[C:22]([C:26]2[CH:31]=[CH:30][CH:29]=[CH:28][N:27]=2)=[CH:21][C:3]=1[C:4]([NH:6][C:7]1[N:11]([C:12]2[CH:17]=[CH:16][CH:15]=[CH:14][CH:13]=2)[N:10]=[C:9]([C:18](O)=[O:19])[CH:8]=1)=[O:5].[NH2:32][CH2:33][C:34]([CH3:37])([OH:36])[CH3:35].CCN(C(C)C)C(C)C.CN(C(ON1N=NC2C=CC=NC1=2)=[N+](C)C)C.F[P-](F)(F)(F)(F)F. Product: [Cl:1][C:2]1[CH:24]=[C:23]([Cl:25])[C:22]([C:26]2[CH:31]=[CH:30][CH:29]=[CH:28][N:27]=2)=[CH:21][C:3]=1[C:4]([NH:6][C:7]1[N:11]([C:12]2[CH:17]=[CH:16][CH:15]=[CH:14][CH:13]=2)[N:10]=[C:9]([C:18]([NH:32][CH2:33][C:34]([OH:36])([CH3:37])[CH3:35])=[O:19])[CH:8]=1)=[O:5]. The catalyst class is: 3.